This data is from Reaction yield outcomes from USPTO patents with 853,638 reactions. The task is: Predict the reaction yield, written as a fraction of the theoretical maximum amount of product (1.0 means a 100% yield; for example, 0.34 means a 34% yield). The yield is 0.0500. The catalyst is CO. The product is [CH3:28][O:27][C:23]([C:24]1[NH:15][C:14]([C:13]2[CH:19]=[CH:20][CH:21]=[CH:22][C:12]=2/[CH:11]=[CH:10]/[C:3]2[C:4]3[C:9](=[CH:8][CH:7]=[CH:6][CH:5]=3)[NH:1][N:2]=2)=[N:17][CH:25]=1)=[O:26]. The reactants are [NH:1]1[C:9]2[C:4](=[CH:5][CH:6]=[CH:7][CH:8]=2)[C:3]([CH:10]=[CH:11][C:12]2[CH:22]=[CH:21][CH:20]=[CH:19][C:13]=2/[C:14](/[NH:17]O)=[N:15]\[H])=[N:2]1.[C:23]([O:27][CH3:28])(=[O:26])[C:24]#[CH:25].O.